Dataset: Reaction yield outcomes from USPTO patents with 853,638 reactions. Task: Predict the reaction yield, written as a fraction of the theoretical maximum amount of product (1.0 means a 100% yield; for example, 0.34 means a 34% yield). (1) The reactants are [CH2:1]([O:8][C@H:9]([C@@H:14]([CH2:23][CH2:24][CH2:25][CH2:26][CH2:27][CH2:28][CH2:29][CH2:30][CH2:31][CH2:32][CH2:33][CH2:34][CH2:35][CH3:36])[O:15][CH2:16][C:17]1[CH:22]=[CH:21][CH:20]=[CH:19][CH:18]=1)[C@@H:10]([NH2:13])[CH2:11][OH:12])[C:2]1[CH:7]=[CH:6][CH:5]=[CH:4][CH:3]=1.[C:37](O)(=[O:45])[CH2:38][CH2:39][CH2:40][CH2:41][CH2:42][CH2:43][CH3:44].Cl.CN(C)CCCN=C=NCC.[NH4+].[Cl-]. The catalyst is O1CCCC1. The product is [CH2:1]([O:8][C@H:9]([C@H:14]([O:15][CH2:16][C:17]1[CH:18]=[CH:19][CH:20]=[CH:21][CH:22]=1)[CH2:23][CH2:24][CH2:25][CH2:26][CH2:27][CH2:28][CH2:29][CH2:30][CH2:31][CH2:32][CH2:33][CH2:34][CH2:35][CH3:36])[C@@H:10]([NH:13][C:37](=[O:45])[CH2:38][CH2:39][CH2:40][CH2:41][CH2:42][CH2:43][CH3:44])[CH2:11][OH:12])[C:2]1[CH:3]=[CH:4][CH:5]=[CH:6][CH:7]=1. The yield is 0.810. (2) The reactants are [F:1][C:2]1[CH:9]=[CH:8][C:5]([CH:6]=[O:7])=[CH:4][C:3]=1[O:10][CH3:11].[Br-:12].[K+].BrBr. The catalyst is O. The product is [Br:12][C:8]1[CH:9]=[C:2]([F:1])[C:3]([O:10][CH3:11])=[CH:4][C:5]=1[CH:6]=[O:7]. The yield is 0.920. (3) The yield is 0.870. The product is [CH3:1][C@@H:2]1[CH2:7][N:6]([S:18]([CH3:17])(=[O:20])=[O:19])[CH2:5][CH2:4][N:3]1[C:8]([O:10][C:11]([CH3:13])([CH3:12])[CH3:14])=[O:9]. The catalyst is C1COCC1. The reactants are [CH3:1][C@@H:2]1[CH2:7][NH:6][CH2:5][CH2:4][N:3]1[C:8]([O:10][C:11]([CH3:14])([CH3:13])[CH3:12])=[O:9].[OH-].[Na+].[CH3:17][S:18](Cl)(=[O:20])=[O:19].Cl. (4) The reactants are [H-].[Na+].[CH2:3]([O:5][C:6]([C:8]1[NH:9][C:10]2[C:15]([CH:16]=1)=[C:14]([Br:17])[CH:13]=[CH:12][CH:11]=2)=[O:7])[CH3:4].Cl[CH2:19][C:20]#[N:21]. The catalyst is CN(C)C=O. The product is [CH2:3]([O:5][C:6]([C:8]1[N:9]([CH2:19][C:20]#[N:21])[C:10]2[C:15]([CH:16]=1)=[C:14]([Br:17])[CH:13]=[CH:12][CH:11]=2)=[O:7])[CH3:4]. The yield is 0.710. (5) The reactants are [NH2:1][C:2]1[CH:7]=[CH:6][C:5]([Br:8])=[CH:4][C:3]=1[C:9]([C:11]1[CH:16]=[CH:15][CH:14]=[CH:13][CH:12]=1)=O.[CH3:17][CH2:18][C:19](=O)[CH2:20][C:21](=[O:24])[CH2:22][CH3:23].[Na]. The catalyst is C(O)C. The product is [Br:8][C:5]1[CH:4]=[C:3]2[C:2](=[CH:7][CH:6]=1)[N:1]=[C:19]([CH2:18][CH3:17])[C:20]([C:21](=[O:24])[CH2:22][CH3:23])=[C:9]2[C:11]1[CH:16]=[CH:15][CH:14]=[CH:13][CH:12]=1. The yield is 0.370.